From a dataset of Forward reaction prediction with 1.9M reactions from USPTO patents (1976-2016). Predict the product of the given reaction. (1) Given the reactants [C:1]([N:4]1[C:13]2[C:8](=[CH:9][C:10]([C:14]3[CH:15]=[C:16]([CH:21]=[CH:22][CH:23]=3)[C:17]([O:19]C)=[O:18])=[CH:11][CH:12]=2)[C@H:7]([NH:24][C:25]2[CH:26]=[N:27][CH:28]=[CH:29][CH:30]=2)[CH2:6][C@@H:5]1[CH3:31])(=[O:3])[CH3:2].[OH-].[Na+], predict the reaction product. The product is: [C:1]([N:4]1[C:13]2[C:8](=[CH:9][C:10]([C:14]3[CH:15]=[C:16]([CH:21]=[CH:22][CH:23]=3)[C:17]([OH:19])=[O:18])=[CH:11][CH:12]=2)[C@H:7]([NH:24][C:25]2[CH:26]=[N:27][CH:28]=[CH:29][CH:30]=2)[CH2:6][C@@H:5]1[CH3:31])(=[O:3])[CH3:2].[CH:17]([OH:19])=[O:18]. (2) Given the reactants CO[C:3]([C:5]1([CH3:31])[CH2:9][CH2:8][N:7]([C:10]2[CH:15]=[CH:14][CH:13]=[C:12]([C:16]3[N:17]=[C:18]4[C:24]([C:25](=[O:30])[C:26]([CH3:29])([CH3:28])[CH3:27])=[CH:23][NH:22][C:19]4=[N:20][CH:21]=3)[CH:11]=2)[CH2:6]1)=[O:4].[OH-].[K+].C(C1NC=CN=1)([C:36]1[NH:37]C=CN=1)=O.CN, predict the reaction product. The product is: [CH3:36][NH:37][C:3]([C:5]1([CH3:31])[CH2:9][CH2:8][N:7]([C:10]2[CH:15]=[CH:14][CH:13]=[C:12]([C:16]3[N:17]=[C:18]4[C:24]([C:25](=[O:30])[C:26]([CH3:27])([CH3:29])[CH3:28])=[CH:23][NH:22][C:19]4=[N:20][CH:21]=3)[CH:11]=2)[CH2:6]1)=[O:4]. (3) Given the reactants Br[C:2]1[CH:3]=[C:4]([N:8]2[CH:13]=[CH:12][C:11](=[O:14])[C:10]([CH2:15][C:16]3[CH:21]=[CH:20][CH:19]=[C:18]([C:22]4[N:27]=[CH:26][C:25]([O:28][CH2:29][CH3:30])=[CH:24][N:23]=4)[CH:17]=3)=[N:9]2)[CH:5]=[CH:6][CH:7]=1.C1C=CC(P(C2C=CC=CC=2)CCCP(C2C=CC=CC=2)C2C=CC=CC=2)=CC=1.[CH3:60][N:61]([CH:63]=[O:64])[CH3:62].CNC, predict the reaction product. The product is: [CH2:29]([O:28][C:25]1[CH:24]=[N:23][C:22]([C:18]2[CH:17]=[C:16]([CH:21]=[CH:20][CH:19]=2)[CH2:15][C:10]2[C:11](=[O:14])[CH:12]=[CH:13][N:8]([C:4]3[CH:3]=[C:2]([CH:7]=[CH:6][CH:5]=3)[C:63]([N:61]([CH3:62])[CH3:60])=[O:64])[N:9]=2)=[N:27][CH:26]=1)[CH3:30]. (4) The product is: [CH3:19][N:20]([CH3:21])[CH:2]1[C:10]2[C:5](=[CH:6][C:7]([NH:11][C:12](=[O:18])[O:13][C:14]([CH3:17])([CH3:16])[CH3:15])=[CH:8][CH:9]=2)[CH2:4][CH2:3]1. Given the reactants O=[C:2]1[C:10]2[C:5](=[CH:6][C:7]([NH:11][C:12](=[O:18])[O:13][C:14]([CH3:17])([CH3:16])[CH3:15])=[CH:8][CH:9]=2)[CH2:4][CH2:3]1.[CH3:19][NH:20][CH3:21].C(O[BH-](OC(=O)C)OC(=O)C)(=O)C.[Na+], predict the reaction product.